From a dataset of Forward reaction prediction with 1.9M reactions from USPTO patents (1976-2016). Predict the product of the given reaction. (1) Given the reactants C[O:2][C:3](=[O:31])[C:4]1[CH:9]=[CH:8][C:7]([CH2:10][NH:11][C:12]2[C:13]3[N:14]([C:18]([C:21]4[CH:26]=[CH:25][C:24]([O:27][CH3:28])=[C:23]([O:29][CH3:30])[CH:22]=4)=[CH:19][N:20]=3)[CH:15]=[CH:16][N:17]=2)=[CH:6][CH:5]=1.[OH-].[Li+], predict the reaction product. The product is: [CH3:30][O:29][C:23]1[CH:22]=[C:21]([C:18]2[N:14]3[CH:15]=[CH:16][N:17]=[C:12]([NH:11][CH2:10][C:7]4[CH:6]=[CH:5][C:4]([C:3]([OH:31])=[O:2])=[CH:9][CH:8]=4)[C:13]3=[N:20][CH:19]=2)[CH:26]=[CH:25][C:24]=1[O:27][CH3:28]. (2) Given the reactants [CH3:1][C:2]1[CH:7]=[C:6]([CH3:8])[CH:5]=[C:4]([CH3:9])[C:3]=1[N:10]=[C:11]=[O:12].[NH2:13][C:14]1[CH:15]=[C:16]([C:35]2[CH:40]=[CH:39][C:38]([O:41][CH3:42])=[CH:37][CH:36]=2)[CH:17]=[CH:18][C:19]=1[C:20]([NH:22][C@H:23]([C:31]([O:33][CH3:34])=[O:32])[C@@H:24]([CH3:30])[O:25][C:26]([CH3:29])([CH3:28])[CH3:27])=[O:21].CCCCCC.C(OCC)(=O)C, predict the reaction product. The product is: [CH3:29][C:26]([O:25][C@H:24]([CH3:30])[C@@H:23]([C:31]([O:33][CH3:34])=[O:32])[NH:22][C:20]([C:19]1[CH:18]=[CH:17][C:16]([C:35]2[CH:36]=[CH:37][C:38]([O:41][CH3:42])=[CH:39][CH:40]=2)=[CH:15][C:14]=1[NH:13][C:11]([NH:10][C:3]1[C:2]([CH3:1])=[CH:7][C:6]([CH3:8])=[CH:5][C:4]=1[CH3:9])=[O:12])=[O:21])([CH3:27])[CH3:28]. (3) The product is: [C:6]([O:10][C:11](=[O:19])[NH:12][CH:13]1[CH2:18][CH2:17][N:16]([CH:3]([CH3:4])[CH2:2][C:1]#[N:5])[CH2:15][CH2:14]1)([CH3:9])([CH3:7])[CH3:8]. Given the reactants [C:1](#[N:5])/[CH:2]=[CH:3]/[CH3:4].[C:6]([O:10][C:11](=[O:19])[NH:12][CH:13]1[CH2:18][CH2:17][NH:16][CH2:15][CH2:14]1)([CH3:9])([CH3:8])[CH3:7], predict the reaction product.